Dataset: Peptide-MHC class I binding affinity with 185,985 pairs from IEDB/IMGT. Task: Regression. Given a peptide amino acid sequence and an MHC pseudo amino acid sequence, predict their binding affinity value. This is MHC class I binding data. (1) The binding affinity (normalized) is 0. The peptide sequence is NDEIMRMCHEG. The MHC is H-2-Db with pseudo-sequence H-2-Db. (2) The peptide sequence is VFKDSFLRK. The MHC is HLA-A11:01 with pseudo-sequence HLA-A11:01. The binding affinity (normalized) is 0.503. (3) The peptide sequence is AMHYIRHRA. The MHC is HLA-A02:12 with pseudo-sequence HLA-A02:12. The binding affinity (normalized) is 0.733. (4) The peptide sequence is RQMRASAPL. The MHC is HLA-B45:06 with pseudo-sequence HLA-B45:06. The binding affinity (normalized) is 0.213. (5) The peptide sequence is GMDYEEYKSK. The MHC is HLA-A33:01 with pseudo-sequence HLA-A33:01. The binding affinity (normalized) is 0.0304. (6) The MHC is Mamu-A02 with pseudo-sequence Mamu-A02. The binding affinity (normalized) is 0.389. The peptide sequence is RALLLRVY.